From a dataset of Full USPTO retrosynthesis dataset with 1.9M reactions from patents (1976-2016). Predict the reactants needed to synthesize the given product. (1) Given the product [CH3:1][CH:2]([CH2:8][C:9]1[CH:10]=[N:11][CH:12]=[CH:13][CH:14]=1)[C:3]([O:5][CH2:6][CH3:7])=[O:4], predict the reactants needed to synthesize it. The reactants are: [CH3:1][C:2](=[CH:8][C:9]1[CH:10]=[N:11][CH:12]=[CH:13][CH:14]=1)[C:3]([O:5][CH2:6][CH3:7])=[O:4]. (2) Given the product [C:15]1([CH:14]([C:21]2[CH:26]=[CH:25][CH:24]=[CH:23][CH:22]=2)[CH2:13][NH:12][C:10]2[C:9]3[C:4](=[CH:5][CH:6]=[CH:7][CH:8]=3)[N:3]=[C:2]([C:29]3[CH:30]=[CH:31][S:27][CH:28]=3)[N:11]=2)[CH:20]=[CH:19][CH:18]=[CH:17][CH:16]=1, predict the reactants needed to synthesize it. The reactants are: Cl[C:2]1[N:11]=[C:10]([NH:12][CH2:13][CH:14]([C:21]2[CH:26]=[CH:25][CH:24]=[CH:23][CH:22]=2)[C:15]2[CH:20]=[CH:19][CH:18]=[CH:17][CH:16]=2)[C:9]2[C:4](=[CH:5][CH:6]=[CH:7][CH:8]=2)[N:3]=1.[S:27]1[CH:31]=[CH:30][C:29](B(O)O)=[CH:28]1.C([O-])([O-])=O.[K+].[K+].C1(C(C2C=CC=CC=2)CCNC2C3C(=CC=CC=3)N=C(C3C=CSC=3)N=2)C=CC=CC=1. (3) Given the product [CH3:44][O:43][C:40]1[C:39]([CH3:45])=[CH:38][N:37]=[C:36]([CH2:35][N:33]2[N:34]=[C:9]3[CH:8]=[C:7]([C:52]4[CH:53]=[N:48][CH:49]=[N:50][CH:51]=4)[C:16]4[CH2:15][S:14][N:13]=[C:12]([N:17]([C:25]([O:27][C:28]([CH3:30])([CH3:31])[CH3:29])=[O:26])[C:18]([O:20][C:21]([CH3:23])([CH3:24])[CH3:22])=[O:19])[C:11]([C:10]=43)=[N:32]2)[C:41]=1[CH3:42], predict the reactants needed to synthesize it. The reactants are: FC(F)(F)S(O[C:7]1[C:16]2[CH2:15][S:14][N:13]=[C:12]([N:17]([C:25]([O:27][C:28]([CH3:31])([CH3:30])[CH3:29])=[O:26])[C:18]([O:20][C:21]([CH3:24])([CH3:23])[CH3:22])=[O:19])[C:11]3=[N:32][N:33]([CH2:35][C:36]4[C:41]([CH3:42])=[C:40]([O:43][CH3:44])[C:39]([CH3:45])=[CH:38][N:37]=4)[N:34]=[C:9]([C:10]=23)[CH:8]=1)(=O)=O.[N:48]1[CH:53]=[C:52](B(O)O)[CH:51]=[N:50][CH:49]=1.C(=O)([O-])[O-].[Na+].[Na+].O. (4) Given the product [CH:30]1([CH2:29][CH:28]([N:4]2[C:3](=[O:15])[CH:2]=[C:7]([O:24][C:18]3[CH:19]=[CH:20][C:21]([F:23])=[CH:22][C:17]=3[F:16])[CH:6]=[N:5]2)[C:27]([OH:26])=[O:36])[CH2:34][CH2:33][CH2:32][CH2:31]1, predict the reactants needed to synthesize it. The reactants are: Cl[C:2]1[C:3](=[O:15])[N:4](C2CCCCO2)[N:5]=[CH:6][C:7]=1Cl.[F:16][C:17]1[CH:22]=[C:21]([F:23])[CH:20]=[CH:19][C:18]=1[OH:24].C[O:26][C:27](=[O:36])[CH:28](Br)[CH2:29][CH:30]1[CH2:34][CH2:33][CH2:32][CH2:31]1. (5) Given the product [Br:1][C:2]1[CH:3]=[CH:4][C:5]2[O:9][C:8](=[O:10])[N:7]([CH2:17][CH2:18][CH2:19][O:20][CH3:21])[C:6]=2[CH:11]=1, predict the reactants needed to synthesize it. The reactants are: [Br:1][C:2]1[CH:3]=[CH:4][C:5]2[O:9][C:8](=[O:10])[NH:7][C:6]=2[CH:11]=1.CS(O[CH2:17][CH2:18][CH2:19][O:20][CH3:21])(=O)=O.C(=O)([O-])[O-].[K+].[K+].O. (6) Given the product [CH3:27][O:28][C:29]1[CH:30]=[C:31]([NH:32][C:2]2[N:7]=[C:6]([O:8][C:9]3[C:18]4[C:13](=[CH:14][CH:15]=[CH:16][CH:17]=4)[C:12]([NH:19][C:20](=[O:26])[O:21][C:22]([CH3:25])([CH3:24])[CH3:23])=[CH:11][CH:10]=3)[CH:5]=[CH:4][N:3]=2)[CH:33]=[C:34]([O:36][CH2:37][CH2:38][O:39][CH2:40][CH2:41][O:42][CH2:43][CH2:44][O:45][CH3:46])[CH:35]=1, predict the reactants needed to synthesize it. The reactants are: Cl[C:2]1[N:7]=[C:6]([O:8][C:9]2[C:18]3[C:13](=[CH:14][CH:15]=[CH:16][CH:17]=3)[C:12]([NH:19][C:20](=[O:26])[O:21][C:22]([CH3:25])([CH3:24])[CH3:23])=[CH:11][CH:10]=2)[CH:5]=[CH:4][N:3]=1.[CH3:27][O:28][C:29]1[CH:30]=[C:31]([CH:33]=[C:34]([O:36][CH2:37][CH2:38][O:39][CH2:40][CH2:41][O:42][CH2:43][CH2:44][O:45][CH3:46])[CH:35]=1)[NH2:32]. (7) Given the product [F:5][C:4]([F:7])([F:6])[CH2:3][CH2:2][Si:9]([Cl:11])([Cl:10])[Cl:8], predict the reactants needed to synthesize it. The reactants are: Cl[CH2:2][CH2:3][C:4]([F:7])([F:6])[F:5].[Cl:8][SiH:9]([Cl:11])[Cl:10]. (8) Given the product [Cl:1][C:2]1[CH:3]=[CH:4][C:5]([O:17][CH2:18][C:19]2[CH:24]=[CH:23][CH:22]=[CH:21][CH:20]=2)=[C:6]([CH2:8][C:9]2[S:10][CH:11]=[C:12]([C:14]([N:57]([CH3:58])[O:56][CH3:55])=[O:16])[N:13]=2)[CH:7]=1, predict the reactants needed to synthesize it. The reactants are: [Cl:1][C:2]1[CH:3]=[CH:4][C:5]([O:17][CH2:18][C:19]2[CH:24]=[CH:23][CH:22]=[CH:21][CH:20]=2)=[C:6]([CH2:8][C:9]2[S:10][CH:11]=[C:12]([C:14]([OH:16])=O)[N:13]=2)[CH:7]=1.CN1CCOCC1.O.ON1C2C=CC=CC=2N=N1.CN(C)CCCN=C=NCC.Cl.[CH3:55][O:56][NH:57][CH3:58]. (9) Given the product [CH2:29]([N:31]([CH2:32][CH2:33][OH:34])[C:26]([C:19]1[CH:20]=[CH:21][C:22]2[C@@H:23]3[C@H:14]([C@H:11]4[C@@:9]([CH2:25][CH2:24]3)([CH3:10])[C:8]([C:4]3[CH:5]=[N:6][CH:7]=[C:2]([F:1])[CH:3]=3)=[CH:13][CH2:12]4)[CH2:15][CH2:16][C:17]=2[CH:18]=1)=[O:28])[CH3:30], predict the reactants needed to synthesize it. The reactants are: [F:1][C:2]1[CH:3]=[C:4]([C:8]2[C@:9]3([CH2:25][CH2:24][C@H:23]4[C@@H:14]([CH2:15][CH2:16][C:17]5[CH:18]=[C:19]([C:26]([OH:28])=O)[CH:20]=[CH:21][C:22]=54)[C@@H:11]3[CH2:12][CH:13]=2)[CH3:10])[CH:5]=[N:6][CH:7]=1.[CH2:29]([NH:31][CH2:32][CH2:33][OH:34])[CH3:30]. (10) Given the product [CH3:60][C:61]1([CH3:73])[O:65][C@H:64]([CH2:66][N:67]2[CH:71]=[CH:70][C:69]([NH:72][C:11](=[O:13])[C@@H:10]([N:8]3[CH2:9][C:5]([O:4][C:3]4[CH:19]=[C:20]([F:23])[CH:21]=[CH:22][C:2]=4[F:1])=[CH:6][C:7]3=[O:18])[CH2:14][CH:15]([CH3:17])[CH3:16])=[N:68]2)[CH2:63][O:62]1, predict the reactants needed to synthesize it. The reactants are: [F:1][C:2]1[CH:22]=[CH:21][C:20]([F:23])=[CH:19][C:3]=1[O:4][C:5]1[CH2:9][N:8]([C@@H:10]([CH2:14][CH:15]([CH3:17])[CH3:16])[C:11]([OH:13])=O)[C:7](=[O:18])[CH:6]=1.C(N(CC)C(C)C)(C)C.F[P-](F)(F)(F)(F)F.N1(O[P+](N(C)C)(N(C)C)N(C)C)C2C=CC=CC=2N=N1.[CH3:60][C:61]1([CH3:73])[O:65][C@H:64]([CH2:66][N:67]2[CH:71]=[CH:70][C:69]([NH2:72])=[N:68]2)[CH2:63][O:62]1.